This data is from Catalyst prediction with 721,799 reactions and 888 catalyst types from USPTO. The task is: Predict which catalyst facilitates the given reaction. (1) Reactant: [CH3:1][C:2]([CH3:13])([C:4](=[O:12])[CH2:5][C:6](=[O:11])[C:7]([CH3:10])([CH3:9])[CH3:8])[CH3:3].[Br:14]N1C(=O)CCC1=O. The catalyst class is: 53. Product: [Br:14][CH:5]([C:6](=[O:11])[C:7]([CH3:10])([CH3:9])[CH3:8])[C:4](=[O:12])[C:2]([CH3:13])([CH3:1])[CH3:3]. (2) Reactant: [NH2:1][C:2]1[CH:10]=[C:9]2[C:5]([CH2:6][CH2:7][N:8]2[C:11]([O:13][C:14]([CH3:17])([CH3:16])[CH3:15])=[O:12])=[CH:4][CH:3]=1.CCN(C(C)C)C(C)C.Cl.[N:28]1[C:37]2[C:32](=[CH:33][CH:34]=[CH:35][CH:36]=2)[C:31]([CH2:38][NH:39][C:40]2[CH:44]=[CH:43][S:42][C:41]=2[C:45](O)=[O:46])=[CH:30][CH:29]=1.C(Cl)CCl.C1C=NC2N(O)N=NC=2C=1. Product: [N:28]1[C:37]2[C:32](=[CH:33][CH:34]=[CH:35][CH:36]=2)[C:31]([CH2:38][NH:39][C:40]2[CH:44]=[CH:43][S:42][C:41]=2[C:45]([NH:1][C:2]2[CH:10]=[C:9]3[C:5]([CH2:6][CH2:7][N:8]3[C:11]([O:13][C:14]([CH3:17])([CH3:16])[CH3:15])=[O:12])=[CH:4][CH:3]=2)=[O:46])=[CH:30][CH:29]=1. The catalyst class is: 64. (3) Reactant: [CH2:1]([N:8]1[CH2:12][CH:11]([CH2:13]O)[CH:10]([CH2:15][OH:16])[CH2:9]1)[C:2]1[CH:7]=[CH:6][CH:5]=[CH:4][CH:3]=1.O.C1(C)C=CC(S(O)(=O)=O)=CC=1.[OH-].[Na+]. Product: [CH2:1]([N:8]1[CH2:9][CH:10]2[CH2:15][O:16][CH2:13][CH:11]2[CH2:12]1)[C:2]1[CH:3]=[CH:4][CH:5]=[CH:6][CH:7]=1. The catalyst class is: 11. (4) Reactant: [Br:1][C:2]1[C:10]2[N:9]=[N:8][N:7]([CH2:11][C:12]([CH3:15])([CH3:14])[CH3:13])[C:6]=2[CH:5]=[CH:4][C:3]=1[O:16]C.B(Br)(Br)Br. Product: [Br:1][C:2]1[C:10]2[N:9]=[N:8][N:7]([CH2:11][C:12]([CH3:14])([CH3:13])[CH3:15])[C:6]=2[CH:5]=[CH:4][C:3]=1[OH:16]. The catalyst class is: 2. (5) Reactant: [OH:1][C:2]1[CH:9]=[CH:8][C:5]([CH:6]=O)=[CH:4][CH:3]=1.[NH:10]1[CH2:16][C:14](=[O:15])[NH:13][C:11]1=[O:12].N1CCCCC1.Cl. Product: [OH:1][C:2]1[CH:9]=[CH:8][C:5]([CH:6]=[C:16]2[NH:10][C:11](=[O:12])[NH:13][C:14]2=[O:15])=[CH:4][CH:3]=1. The catalyst class is: 6. (6) Reactant: [O:1]1[C:7]2[CH:8]=[CH:9][C:10]([C:12]([O:14][CH3:15])=[O:13])=[CH:11][C:6]=2[CH2:5][NH:4][CH2:3][CH2:2]1.CCN(C(C)C)C(C)C.[CH2:25]([C:27]1[C:35]([F:36])=[C:34]([S:37]([CH3:40])(=[O:39])=[O:38])[CH:33]=[CH:32][C:28]=1[C:29](O)=[O:30])[CH3:26].CN(C(ON1N=NC2C=CC=NC1=2)=[N+](C)C)C.F[P-](F)(F)(F)(F)F. Product: [CH2:25]([C:27]1[C:35]([F:36])=[C:34]([S:37]([CH3:40])(=[O:39])=[O:38])[CH:33]=[CH:32][C:28]=1[C:29]([N:4]1[CH2:5][C:6]2[CH:11]=[C:10]([C:12]([O:14][CH3:15])=[O:13])[CH:9]=[CH:8][C:7]=2[O:1][CH2:2][CH2:3]1)=[O:30])[CH3:26]. The catalyst class is: 3. (7) Reactant: Cl[C:2]1[C:3]2[CH2:12][CH2:11][N:10](C(OC(C)(C)C)=O)[CH2:9][C:4]=2[N:5]=[C:6]([CH3:8])[N:7]=1.C([Sn](CCCC)(CCCC)[C:25]1[CH:30]=[CH:29][CH:28]=[CH:27][N:26]=1)CCC. Product: [CH3:8][C:6]1[N:7]=[C:2]([C:25]2[CH:30]=[CH:29][CH:28]=[CH:27][N:26]=2)[C:3]2[CH2:12][CH2:11][NH:10][CH2:9][C:4]=2[N:5]=1. The catalyst class is: 73. (8) Reactant: [C:1]([C:3]1[CH:4]=[C:5]([C:9]2[CH:10]=[C:11]3[C:16](=[CH:17][CH:18]=2)[N:15]=[CH:14][CH:13]=[C:12]3[S:19][C:20]2([C:24]([O:26]CC)=[O:25])[CH2:23][CH2:22][CH2:21]2)[CH:6]=[CH:7][CH:8]=1)#[N:2].O.[OH-].[Li+].Cl.ClCCl. Product: [C:1]([C:3]1[CH:4]=[C:5]([C:9]2[CH:10]=[C:11]3[C:16](=[CH:17][CH:18]=2)[N:15]=[CH:14][CH:13]=[C:12]3[S:19][C:20]2([C:24]([OH:26])=[O:25])[CH2:23][CH2:22][CH2:21]2)[CH:6]=[CH:7][CH:8]=1)#[N:2]. The catalyst class is: 193. (9) Reactant: [CH3:1][O:2][C:3]1[CH:8]=[CH:7][C:6]([NH:9][C:10]2[CH:17]=[CH:16][C:13]([C:14]#[N:15])=[CH:12][CH:11]=2)=[C:5]([C:18]([F:21])([F:20])[F:19])[CH:4]=1.N. Product: [NH2:15][CH2:14][C:13]1[CH:12]=[CH:11][C:10]([NH:9][C:6]2[CH:7]=[CH:8][C:3]([O:2][CH3:1])=[CH:4][C:5]=2[C:18]([F:19])([F:20])[F:21])=[CH:17][CH:16]=1. The catalyst class is: 94. (10) Reactant: [NH:1]1[C:9]2[C:4](=[CH:5][CH:6]=[CH:7][N+:8]=2[O-])[CH:3]=[C:2]1[C:11]([O:13][CH2:14][CH3:15])=[O:12].[Cl:16]C(OC)=O. Product: [Cl:16][C:7]1[N:8]=[C:9]2[C:4]([CH:3]=[C:2]([C:11]([O:13][CH2:14][CH3:15])=[O:12])[NH:1]2)=[CH:5][CH:6]=1. The catalyst class is: 1.